Dataset: Forward reaction prediction with 1.9M reactions from USPTO patents (1976-2016). Task: Predict the product of the given reaction. (1) Given the reactants [F:1][C:2]1[CH:3]=[C:4]([C:12]2[C:13]3[CH2:20][CH2:19][CH:18]([CH2:21][C:22]([NH:24][CH3:25])=[O:23])[C:14]=3[CH:15]=[N:16][CH:17]=2)[CH:5]=[CH:6][C:7]=1[C:8]([F:11])([F:10])[F:9].[O:26]1[CH:30]=[CH:29]C(N)=[N:27]1, predict the reaction product. The product is: [F:1][C:2]1[CH:3]=[C:4]([C:12]2[C:13]3[CH2:20][CH2:19][CH:18]([CH2:21][C:22]([NH:24][C:25]4[CH:29]=[CH:30][O:26][N:27]=4)=[O:23])[C:14]=3[CH:15]=[N:16][CH:17]=2)[CH:5]=[CH:6][C:7]=1[C:8]([F:11])([F:9])[F:10]. (2) Given the reactants [NH2:1][C@@H:2]1[C@@H:6]([OH:7])[CH2:5][N:4]([C:8]2[CH:27]=[CH:26][C:11]([C:12]([NH:14][C:15]3[CH:20]=[CH:19][C:18]([O:21][C:22]([Cl:25])([F:24])[F:23])=[CH:17][CH:16]=3)=[O:13])=[CH:10][C:9]=2Br)[CH2:3]1.[CH3:29][C:30]1[CH:34]=[C:33](B2OC(C)(C)C(C)(C)O2)[N:32](C2CCCCO2)[N:31]=1, predict the reaction product. The product is: [NH2:1][C@@H:2]1[C@@H:6]([OH:7])[CH2:5][N:4]([C:8]2[CH:27]=[CH:26][C:11]([C:12]([NH:14][C:15]3[CH:20]=[CH:19][C:18]([O:21][C:22]([Cl:25])([F:24])[F:23])=[CH:17][CH:16]=3)=[O:13])=[CH:10][C:9]=2[C:33]2[NH:32][N:31]=[C:30]([CH3:29])[CH:34]=2)[CH2:3]1. (3) Given the reactants C([O:3][C:4](=O)[CH2:5][C:6]([C@@H:8]1[CH2:13][CH2:12][N:11]([C:14]([O:16][CH3:17])=[O:15])[C@@H:10]([CH2:18][C:19]2[CH:24]=[CH:23][C:22]([F:25])=[CH:21][CH:20]=2)[CH2:9]1)=[O:7])C.[OH-].[Na+].[NH2:29]O.Cl, predict the reaction product. The product is: [F:25][C:22]1[CH:23]=[CH:24][C:19]([CH2:18][C@H:10]2[CH2:9][C@H:8]([C:6]3[O:7][NH:29][C:4](=[O:3])[CH:5]=3)[CH2:13][CH2:12][N:11]2[C:14]([O:16][CH3:17])=[O:15])=[CH:20][CH:21]=1.